This data is from Forward reaction prediction with 1.9M reactions from USPTO patents (1976-2016). The task is: Predict the product of the given reaction. (1) Given the reactants [F:1][C:2]1[CH:7]=[CH:6][CH:5]=[CH:4][C:3]=1[C:8]1[N:12]([S:13]([C:16]2[CH:21]=[CH:20][CH:19]=[C:18]([OH:22])[CH:17]=2)(=[O:15])=[O:14])[CH:11]=[C:10]([CH2:23][N:24]([CH3:32])[C:25](=[O:31])[O:26][C:27]([CH3:30])([CH3:29])[CH3:28])[CH:9]=1.C(=O)([O-])[O-].[Cs+].[Cs+].Br[CH2:40][C:41]([O:43][CH2:44][CH3:45])=[O:42], predict the reaction product. The product is: [C:27]([O:26][C:25]([N:24]([CH2:23][C:10]1[CH:9]=[C:8]([C:3]2[CH:4]=[CH:5][CH:6]=[CH:7][C:2]=2[F:1])[N:12]([S:13]([C:16]2[CH:17]=[C:18]([CH:19]=[CH:20][CH:21]=2)[O:22][CH2:40][C:41]([O:43][CH2:44][CH3:45])=[O:42])(=[O:14])=[O:15])[CH:11]=1)[CH3:32])=[O:31])([CH3:28])([CH3:29])[CH3:30]. (2) Given the reactants [Br:1][C:2]1[CH:3]=[CH:4][C:5]2[S:9][C:8]([CH2:10][CH2:11][CH2:12][S:13][C:14]3[CH:19]=[CH:18][C:17]([O:20][CH2:21][C:22]([O:24]CC)=[O:23])=[C:16]([CH3:27])[CH:15]=3)=[C:7]([CH3:28])[C:6]=2[CH:29]=1.[OH-].[Na+], predict the reaction product. The product is: [Br:1][C:2]1[CH:3]=[CH:4][C:5]2[S:9][C:8]([CH2:10][CH2:11][CH2:12][S:13][C:14]3[CH:19]=[CH:18][C:17]([O:20][CH2:21][C:22]([OH:24])=[O:23])=[C:16]([CH3:27])[CH:15]=3)=[C:7]([CH3:28])[C:6]=2[CH:29]=1. (3) Given the reactants C([O:3][C:4](=[O:36])[CH:5]([C:29]1[CH:30]=[C:31]([CH3:35])[CH:32]=[CH:33][CH:34]=1)[CH2:6][C:7]1[CH:11]=[C:10]([C:12]2[CH:17]=[CH:16][C:15]([NH:18][CH2:19][CH:20]=[CH2:21])=[CH:14][CH:13]=2)[N:9]([C:22]2[CH:27]=[CH:26][C:25]([CH3:28])=[CH:24][CH:23]=2)[N:8]=1)C.C(P(C(C)(C)C)C1C=CC=CC=1C1C=CC=CC=1)(C)(C)C.[O-]P([O-])([O-])=O.[K+].[K+].[K+].C(OC(=O)C(C1C=C(C)C=CC=1)CC1C=C(C2C=CC(Br)=CC=2)N(C2C=CC(C)=CC=2)N=1)C.C(N)C=C, predict the reaction product. The product is: [CH2:19]([NH:18][C:15]1[CH:14]=[CH:13][C:12]([C:10]2[N:9]([C:22]3[CH:27]=[CH:26][C:25]([CH3:28])=[CH:24][CH:23]=3)[N:8]=[C:7]([CH2:6][CH:5]([C:29]3[CH:30]=[C:31]([CH3:35])[CH:32]=[CH:33][CH:34]=3)[C:4]([OH:36])=[O:3])[CH:11]=2)=[CH:17][CH:16]=1)[CH:20]=[CH2:21]. (4) Given the reactants CN1CCNCC1.[CH3:8][N:9]1[CH2:14][CH2:13][N:12]([CH2:15][C:16]2[CH:21]=[CH:20][C:19]([N+:22]([O-])=O)=[CH:18][CH:17]=2)[CH2:11][CH2:10]1.[BH4-].[Na+], predict the reaction product. The product is: [CH3:8][N:9]1[CH2:14][CH2:13][N:12]([CH2:15][C:16]2[CH:21]=[CH:20][C:19]([NH2:22])=[CH:18][CH:17]=2)[CH2:11][CH2:10]1. (5) Given the reactants [Si:1]([O:18][CH:19]1[CH2:22][N:21]([C:23]2[S:24][CH:25]=[C:26]([C:28](OCC)=O)[N:27]=2)[CH2:20]1)([C:14]([CH3:17])([CH3:16])[CH3:15])([C:8]1[CH:13]=[CH:12][CH:11]=[CH:10][CH:9]=1)[C:2]1[CH:7]=[CH:6][CH:5]=[CH:4][CH:3]=1.[Cl-].[NH4+:34].C[Al](C)C.C(O)(=O)C.C(OCC)(=O)C, predict the reaction product. The product is: [Si:1]([O:18][CH:19]1[CH2:22][N:21]([C:23]2[S:24][CH:25]=[C:26]([C:28]#[N:34])[N:27]=2)[CH2:20]1)([C:14]([CH3:16])([CH3:15])[CH3:17])([C:8]1[CH:9]=[CH:10][CH:11]=[CH:12][CH:13]=1)[C:2]1[CH:3]=[CH:4][CH:5]=[CH:6][CH:7]=1. (6) The product is: [CH2:18]([O:17][C:11](=[O:16])[CH2:12][C:13](=[O:15])[CH2:29][C:23]1[CH:24]=[C:25]([F:28])[CH:26]=[CH:27][C:22]=1[F:21])[CH3:19]. Given the reactants C(N(CC)CC)C.[Cl-].[Mg+2].[Cl-].[C:11]([O:17][CH2:18][CH3:19])(=[O:16])[CH2:12][C:13]([O-:15])=O.[K+].[F:21][C:22]1[CH:27]=[CH:26][C:25]([F:28])=[CH:24][C:23]=1[CH2:29]C(O)=O.C(N1C=CN=C1)(N1C=CN=C1)=O.Cl, predict the reaction product. (7) Given the reactants [CH3:1][CH:2](OC(/N=N/C(OC(C)C)=O)=O)[CH3:3].[N:15]1[CH:20]=[CH:19][CH:18]=[C:17]([C:21]2[N:22]=[C:23]([NH:26][C:27]3[CH:32]=[CH:31][CH:30]=[CH:29][C:28]=3[OH:33])[S:24][CH:25]=2)[CH:16]=1.C(O)CC.C1(P(C2C=CC=CC=2)C2C=CC=CC=2)C=CC=CC=1, predict the reaction product. The product is: [CH2:1]([O:33][C:28]1[CH:29]=[CH:30][CH:31]=[CH:32][C:27]=1[NH:26][C:23]1[S:24][CH:25]=[C:21]([C:17]2[CH:16]=[N:15][CH:20]=[CH:19][CH:18]=2)[N:22]=1)[CH2:2][CH3:3].